This data is from Reaction yield outcomes from USPTO patents with 853,638 reactions. The task is: Predict the reaction yield, written as a fraction of the theoretical maximum amount of product (1.0 means a 100% yield; for example, 0.34 means a 34% yield). (1) The reactants are [CH3:1][O:2][C:3](=[O:31])[C:4]([C:16]1[CH:21]=[CH:20][C:19]([O:22][C:23]2[CH:28]=[CH:27][C:26]([CH:29]=O)=[CH:25][CH:24]=2)=[CH:18][CH:17]=1)=[CH:5][C:6]1[CH:11]=[C:10]([O:12][CH3:13])[CH:9]=[C:8]([O:14][CH3:15])[CH:7]=1.[S:32]1[CH2:36][C:35](=[O:37])[NH:34][C:33]1=[O:38].C(O)(=O)C1C=CC=CC=1.N1CCCCC1. The catalyst is C1(C)C=CC=CC=1.CO.C(OCC)C. The product is [CH3:1][O:2][C:3](=[O:31])[C:4]([C:16]1[CH:21]=[CH:20][C:19]([O:22][C:23]2[CH:28]=[CH:27][C:26]([CH:29]=[C:36]3[S:32][C:33](=[O:38])[NH:34][C:35]3=[O:37])=[CH:25][CH:24]=2)=[CH:18][CH:17]=1)=[CH:5][C:6]1[CH:7]=[C:8]([O:14][CH3:15])[CH:9]=[C:10]([O:12][CH3:13])[CH:11]=1. The yield is 0.860. (2) The reactants are [OH:1][C:2]1[CH:3]=[C:4]2[C:9](=[CH:10][CH:11]=1)[C:8](=[O:12])[CH:7]([CH3:13])[CH2:6][C:5]2([CH3:15])[CH3:14].C1C=CC(N([S:23]([C:26]([F:29])([F:28])[F:27])(=[O:25])=[O:24])[S:23]([C:26]([F:29])([F:28])[F:27])(=[O:25])=[O:24])=CC=1.C(OCC)(=O)C. The catalyst is CN(C)C1C=CN=CC=1.ClCCl.CCCCCC. The product is [CH3:13][CH:7]1[CH2:6][C:5]([CH3:14])([CH3:15])[C:4]2[CH:3]=[C:2]([O:1][S:23]([C:26]([F:29])([F:28])[F:27])(=[O:25])=[O:24])[CH:11]=[CH:10][C:9]=2[C:8]1=[O:12]. The yield is 0.860. (3) The reactants are [Cl:1][C:2]1[CH:7]=[CH:6][C:5]([N:8]([C@H:12]2[C:21]3[C:16](=[CH:17][CH:18]=[CH:19][CH:20]=3)[N:15]([C:22](=[O:32])[C:23]3[CH:28]=[C:27]([F:29])[C:26]([OH:30])=[C:25]([F:31])[CH:24]=3)[C@@H:14]([CH3:33])[CH2:13]2)[C:9](=[O:11])[CH3:10])=[CH:4][CH:3]=1.C([O-])([O-])=O.[Cs+].[Cs+].Br[CH2:41][CH2:42][C:43]([CH3:49])([CH3:48])[C:44]([O:46][CH3:47])=[O:45]. The catalyst is CN(C=O)C. The product is [C:9]([N:8]([C:5]1[CH:6]=[CH:7][C:2]([Cl:1])=[CH:3][CH:4]=1)[C@H:12]1[C:21]2[C:16](=[CH:17][CH:18]=[CH:19][CH:20]=2)[N:15]([C:22]([C:23]2[CH:28]=[C:27]([F:29])[C:26]([O:30][CH2:41][CH2:42][C:43]([CH3:49])([CH3:48])[C:44]([O:46][CH3:47])=[O:45])=[C:25]([F:31])[CH:24]=2)=[O:32])[C@@H:14]([CH3:33])[CH2:13]1)(=[O:11])[CH3:10]. The yield is 0.610. (4) The reactants are [Cl:1][C:2]1[CH:3]=[C:4]([C:9](=[O:21])[C:10]2[CH:15]=[CH:14][C:13]([S:16]C(Cl)(Cl)Cl)=[CH:12][CH:11]=2)[CH:5]=[C:6]([Cl:8])[CH:7]=1. The catalyst is CO. The product is [Cl:1][C:2]1[CH:3]=[C:4]([C:9](=[O:21])[C:10]2[CH:11]=[CH:12][C:13]([SH:16])=[CH:14][CH:15]=2)[CH:5]=[C:6]([Cl:8])[CH:7]=1. The yield is 0.735. (5) The reactants are Cl[C:2]1[N:3]=[C:4]([NH:15][CH3:16])[C:5]2[N:11]=[C:10](Cl)[N:9]=[C:8]([NH:13][CH3:14])[C:6]=2[N:7]=1.[CH2:17]([NH2:20])[CH2:18][CH3:19].CNC1[N:24]=[C:25](NCCC)[C:26]2N=C(NC)N=C(NCCC)[C:27]=2N=1. No catalyst specified. The product is [CH3:16][NH:15][C:4]1[C:5]2[N:11]=[C:10]([NH:24][CH2:25][CH2:26][CH3:27])[N:9]=[C:8]([NH:13][CH3:14])[C:6]=2[N:7]=[C:2]([NH:20][CH2:17][CH2:18][CH3:19])[N:3]=1. The yield is 0.900. (6) The reactants are [F:1][C:2]1[CH:3]=[C:4]([C@@H:9]([C@@H:11]2[C@@H:18]3[C@@H:14]([O:15][C:16]([CH3:20])([CH3:19])[O:17]3)[C@H:13]([N:21]3[C:25]4[N:26]=[CH:27][N:28]=[C:29]([CH3:30])[C:24]=4[CH:23]=[CH:22]3)[O:12]2)O)[CH:5]=[CH:6][C:7]=1[F:8].[CH3:31][NH:32][S:33]([C:36]1[CH:41]=[CH:40][CH:39]=[CH:38][C:37]=1[N+:42]([O-:44])=[O:43])(=[O:35])=[O:34].C1(P(C2C=CC=CC=2)C2C=CC=CC=2)C=CC=CC=1.C1COCC1.CC(OC(/N=N/C(OC(C)C)=O)=O)C. The catalyst is CCOC(C)=O.O. The product is [F:1][C:2]1[CH:3]=[C:4]([C@H:9]([C@@H:11]2[C@@H:18]3[C@@H:14]([O:15][C:16]([CH3:19])([CH3:20])[O:17]3)[C@H:13]([N:21]3[C:25]4[N:26]=[CH:27][N:28]=[C:29]([CH3:30])[C:24]=4[CH:23]=[CH:22]3)[O:12]2)[N:32]([CH3:31])[S:33]([C:36]2[CH:41]=[CH:40][CH:39]=[CH:38][C:37]=2[N+:42]([O-:44])=[O:43])(=[O:34])=[O:35])[CH:5]=[CH:6][C:7]=1[F:8]. The yield is 0.390. (7) The reactants are [C:1]([NH:6][C:7]1[C:15]2[C:10](=[N:11][CH:12]=[CH:13][C:14]=2[N:16]2[CH2:21][CH2:20][N:19]([C:22](=[O:43])[C@@H:23]([C:36]3[CH:41]=[CH:40][C:39]([Cl:42])=[CH:38][CH:37]=3)[CH2:24][N:25]([CH:33]([CH3:35])[CH3:34])C(=O)OC(C)(C)C)[CH2:18][CH2:17]2)[NH:9][CH:8]=1)(=[O:5])[CH2:2][CH2:3][CH3:4].C(O)(C(F)(F)F)=O.C1(N)C(F)=C(F)C(F)=C(N)C=1F.Cl.Cl. The catalyst is C(Cl)Cl. The yield is 0.810. The product is [Cl:42][C:39]1[CH:40]=[CH:41][C:36]([C@@H:23]([CH2:24][NH:25][CH:33]([CH3:34])[CH3:35])[C:22]([N:19]2[CH2:18][CH2:17][N:16]([C:14]3[CH:13]=[CH:12][N:11]=[C:10]4[NH:9][CH:8]=[C:7]([NH:6][C:1](=[O:5])[CH2:2][CH2:3][CH3:4])[C:15]=34)[CH2:21][CH2:20]2)=[O:43])=[CH:37][CH:38]=1. (8) The reactants are [Br:1][C:2]1[CH:7]=[C:6]([N+:8]([O-])=O)[C:5]([CH3:11])=[CH:4][C:3]=1[O:12][C:13]1[CH:18]=[CH:17][C:16]([F:19])=[CH:15][C:14]=1[F:20].[NH4+].[Cl-]. The catalyst is C1COCC1.CO.[Zn]. The product is [Br:1][C:2]1[C:3]([O:12][C:13]2[CH:18]=[CH:17][C:16]([F:19])=[CH:15][C:14]=2[F:20])=[CH:4][C:5]([CH3:11])=[C:6]([NH2:8])[CH:7]=1. The yield is 0.810. (9) The reactants are [F:1][C:2]([F:26])([F:25])[O:3][C:4]1[CH:24]=[CH:23][C:7]([CH2:8][CH:9]2[CH2:14][CH:13]([C:15]([O:17]C)=[O:16])[CH2:12][CH2:11][N:10]2[C:19]([O:21][CH3:22])=[O:20])=[CH:6][CH:5]=1.[Br-].[Li+].C(N(CC)CC)C.CC(OC)(C)C. The catalyst is CC#N.O. The product is [CH3:22][O:21][C:19]([N:10]1[CH2:11][CH2:12][CH:13]([C:15]([OH:17])=[O:16])[CH2:14][CH:9]1[CH2:8][C:7]1[CH:6]=[CH:5][C:4]([O:3][C:2]([F:25])([F:26])[F:1])=[CH:24][CH:23]=1)=[O:20]. The yield is 0.940.